This data is from Forward reaction prediction with 1.9M reactions from USPTO patents (1976-2016). The task is: Predict the product of the given reaction. Given the reactants [OH:1][C:2]1[C:11]2[C:6](=[CH:7][CH:8]=[CH:9][CH:10]=2)[C:5]([NH:12][S:13]([C:16]2S[CH:18]=[CH:19][CH:20]=2)(=[O:15])=[O:14])=[CH:4][C:3]=1[S:21][CH2:22][C:23]([OH:25])=[O:24].[C:26](O)(=S)C(C)O.Cl[C:33]1[C:42](=O)[C:41]2[C:36](=CC=CC=2)/[C:35](=N/S(C2C=CC3C(=CC=CC=3)C=2)(=O)=O)/[CH:34]=1, predict the reaction product. The product is: [OH:1][C:2]1[C:11]2[C:6](=[CH:7][CH:8]=[CH:9][CH:10]=2)[C:5]([NH:12][S:13]([C:16]2[CH:20]=[CH:19][C:18]3[C:42](=[CH:33][CH:34]=[CH:35][CH:36]=3)[CH:41]=2)(=[O:15])=[O:14])=[CH:4][C:3]=1[S:21][CH:22]([CH3:26])[C:23]([OH:25])=[O:24].